This data is from Catalyst prediction with 721,799 reactions and 888 catalyst types from USPTO. The task is: Predict which catalyst facilitates the given reaction. (1) Reactant: C[O:2][C:3]([C:5]1[N:6]=[N:7][N:8]([CH2:16][C:17]2[CH:22]=[C:21]([C:23]([F:26])([F:25])[F:24])[CH:20]=[C:19]([C:27]([F:30])([F:29])[F:28])[CH:18]=2)[C:9]=1[C:10]1[CH:11]=[N:12][CH:13]=[CH:14][CH:15]=1)=O.[BH4-].[Na+].O. Product: [F:26][C:23]([F:24])([F:25])[C:21]1[CH:22]=[C:17]([CH:18]=[C:19]([C:27]([F:28])([F:30])[F:29])[CH:20]=1)[CH2:16][N:8]1[C:9]([C:10]2[CH:11]=[N:12][CH:13]=[CH:14][CH:15]=2)=[C:5]([CH2:3][OH:2])[N:6]=[N:7]1. The catalyst class is: 5. (2) Reactant: [O-:1][Mo:2]([O-:5])(=[O:4])=[O:3].[Na+:6].[Na+].[Mo]=[O:9]. Product: [OH2:1].[OH2:9].[O-:4][Mo:2]([O-:5])(=[O:3])=[O:1].[Na+:6].[Na+:6]. The catalyst class is: 74. (3) Reactant: CO[C:3]([C:5]1[N:6]=[C:7]([C:23]#[N:24])[C:8]2[C:13]([C:14]=1[OH:15])=[CH:12][CH:11]=[C:10]([O:16][C:17]1[CH:22]=[CH:21][CH:20]=[CH:19][CH:18]=1)[CH:9]=2)=[O:4].[NH2:25][C@H:26]([CH2:31][CH2:32][C:33]1[CH:38]=[CH:37][CH:36]=[CH:35][CH:34]=1)[CH2:27][C:28]([OH:30])=[O:29].C[O-].[Na+].CO.Cl. Product: [C:23]([C:7]1[C:8]2[C:13](=[CH:12][CH:11]=[C:10]([O:16][C:17]3[CH:22]=[CH:21][CH:20]=[CH:19][CH:18]=3)[CH:9]=2)[C:14]([OH:15])=[C:5]([C:3]([NH:25][C@H:26]([CH2:31][CH2:32][C:33]2[CH:38]=[CH:37][CH:36]=[CH:35][CH:34]=2)[CH2:27][C:28]([OH:30])=[O:29])=[O:4])[N:6]=1)#[N:24]. The catalyst class is: 6. (4) Reactant: [C:1]([CH2:4][C:5]1[CH:13]=[CH:12][C:11]([Br:14])=[CH:10][C:6]=1[C:7]([OH:9])=[O:8])(O)=[O:2].C(Cl)(=O)C. Product: [Br:14][C:11]1[CH:10]=[C:6]2[C:5]([CH2:4][C:1](=[O:2])[O:8][C:7]2=[O:9])=[CH:13][CH:12]=1. The catalyst class is: 21. (5) Reactant: [ClH:1].[NH:2]1[CH2:7][CH2:6][CH:5]([C:8]2[C:16]3[C:11](=[CH:12][CH:13]=[CH:14][CH:15]=3)[N:10]([CH2:17][C:18]3[CH:23]=[CH:22][C:21]([C:24]([F:27])([F:26])[F:25])=[CH:20][CH:19]=3)[CH:9]=2)[CH2:4][CH2:3]1.IC.[C:30](=O)([O-])O.[Na+].CN(C=O)C. Product: [ClH:1].[CH3:30][N:2]1[CH2:7][CH2:6][CH:5]([C:8]2[C:16]3[C:11](=[CH:12][CH:13]=[CH:14][CH:15]=3)[N:10]([CH2:17][C:18]3[CH:19]=[CH:20][C:21]([C:24]([F:27])([F:25])[F:26])=[CH:22][CH:23]=3)[CH:9]=2)[CH2:4][CH2:3]1. The catalyst class is: 6. (6) Reactant: [CH2:1]([C:9]([CH2:20][CH2:21][C:22]1[CH:27]=[CH:26][CH:25]=[CH:24][CH:23]=1)([C:15]([O:17]CC)=[O:16])[C:10]([O:12][CH2:13][CH3:14])=[O:11])[CH2:2][C:3]1[CH:8]=[CH:7][CH:6]=[CH:5][CH:4]=1.O.[OH-].[K+]. Product: [CH2:13]([O:12][C:10]([C:9]([CH2:1][CH2:2][C:3]1[CH:4]=[CH:5][CH:6]=[CH:7][CH:8]=1)([CH2:20][CH2:21][C:22]1[CH:23]=[CH:24][CH:25]=[CH:26][CH:27]=1)[C:15]([OH:17])=[O:16])=[O:11])[CH3:14]. The catalyst class is: 8. (7) Reactant: [F:1][C:2]1[CH:3]=[C:4]([C:8]2[C:17]3[C:12](=[CH:13][C:14]([OH:18])=[CH:15][CH:16]=3)[C:11](=[O:19])[N:10]([CH2:20][C:21]([N:23]([CH3:34])[C:24]3[CH:33]=[CH:32][C:27]4[N:28]=[C:29]([CH3:31])[O:30][C:26]=4[CH:25]=3)=[O:22])[N:9]=2)[CH:5]=[CH:6][CH:7]=1.C([O-])([O-])=O.[K+].[K+].[CH2:41](I)[CH3:42]. Product: [CH2:41]([O:18][C:14]1[CH:13]=[C:12]2[C:17]([C:8]([C:4]3[CH:5]=[CH:6][CH:7]=[C:2]([F:1])[CH:3]=3)=[N:9][N:10]([CH2:20][C:21]([N:23]([CH3:34])[C:24]3[CH:33]=[CH:32][C:27]4[N:28]=[C:29]([CH3:31])[O:30][C:26]=4[CH:25]=3)=[O:22])[C:11]2=[O:19])=[CH:16][CH:15]=1)[CH3:42]. The catalyst class is: 18. (8) Reactant: [CH3:1][P:2]([CH2:5][C:6]1[CH:7]=[C:8]([N:12]2[C:16](C(O)=O)=[CH:15][C:14]([CH:20]([CH3:22])[CH3:21])=[N:13]2)[CH:9]=[CH:10][CH:11]=1)([CH3:4])=[O:3].C1C=CC(P(N=[N+]=[N-])(C2C=CC=CC=2)=[O:30])=CC=1.CC[N:42]([CH2:45]C)CC.[Cl:47][C:48]1[N:53]=[C:52]([O:54][C:55]2[CH:64]=[CH:63][C:62]([NH2:65])=[C:61]3[C:56]=2[CH:57]=[CH:58][CH:59]=[N:60]3)[CH:51]=[CH:50][N:49]=1. Product: [Cl:47][C:48]1[N:53]=[C:52]([O:54][C:55]2[CH:64]=[CH:63][C:62]([NH:65][C:45]([NH:42][C:16]3[N:12]([C:8]4[CH:9]=[CH:10][CH:11]=[C:6]([CH2:5][P:2]([CH3:1])([CH3:4])=[O:3])[CH:7]=4)[N:13]=[C:14]([CH:20]([CH3:21])[CH3:22])[CH:15]=3)=[O:30])=[C:61]3[C:56]=2[CH:57]=[CH:58][CH:59]=[N:60]3)[CH:51]=[CH:50][N:49]=1. The catalyst class is: 12. (9) Reactant: [CH3:1][C:2]1([CH3:25])[CH2:7][C:6]([CH3:9])([CH3:8])[CH2:5][C:4](=[C:10]([C:18]2[CH:23]=[CH:22][C:21]([OH:24])=[CH:20][CH:19]=2)[C:11]2[CH:16]=[CH:15][C:14]([OH:17])=[CH:13][CH:12]=2)[CH2:3]1.C([O-])([O-])=O.[K+].[K+].Br[CH2:33][C:34]#[N:35]. Product: [OH:24][C:21]1[CH:20]=[CH:19][C:18]([C:10](=[C:4]2[CH2:3][C:2]([CH3:25])([CH3:1])[CH2:7][C:6]([CH3:8])([CH3:9])[CH2:5]2)[C:11]2[CH:12]=[CH:13][C:14]([O:17][CH2:33][C:34]#[N:35])=[CH:15][CH:16]=2)=[CH:23][CH:22]=1. The catalyst class is: 21.